From a dataset of Reaction yield outcomes from USPTO patents with 853,638 reactions. Predict the reaction yield, written as a fraction of the theoretical maximum amount of product (1.0 means a 100% yield; for example, 0.34 means a 34% yield). (1) The reactants are [F:1][C:2]1[CH:7]=[CH:6][C:5]([S:8][C:9]2[N:10]=[C:11]([N:19]([C:27]3[N:31](CC4C=CC(OC)=CC=4)[N:30]=[CH:29][CH:28]=3)C(=O)OC(C)(C)C)[C:12]3[CH:17]=[CH:16][N:15]([CH3:18])[C:13]=3[N:14]=2)=[CH:4][CH:3]=1. The catalyst is C(O)(C(F)(F)F)=O. The product is [F:1][C:2]1[CH:7]=[CH:6][C:5]([S:8][C:9]2[N:10]=[C:11]([NH:19][C:27]3[CH:28]=[CH:29][NH:30][N:31]=3)[C:12]3[CH:17]=[CH:16][N:15]([CH3:18])[C:13]=3[N:14]=2)=[CH:4][CH:3]=1. The yield is 0.590. (2) The reactants are Br[C:2]1[CH:7]=[CH:6][C:5]([C@@H:8]([NH:10][S@@:11]([C:13]([CH3:16])([CH3:15])[CH3:14])=[O:12])[CH3:9])=[C:4]([F:17])[CH:3]=1.O1C=[C:21](B2OC(C)(C)C(C)(C)O2)[CH:20]=[N:19]1.C(Cl)Cl.[F-].[K+]. The catalyst is C1C=CC(P(C2C=CC=CC=2)[C-]2C=CC=C2)=CC=1.C1C=CC(P(C2C=CC=CC=2)[C-]2C=CC=C2)=CC=1.Cl[Pd]Cl.[Fe+2].CS(C)=O. The product is [C:20]([CH2:21][C:2]1[CH:7]=[CH:6][C:5]([C@@H:8]([NH:10][S@@:11]([C:13]([CH3:16])([CH3:15])[CH3:14])=[O:12])[CH3:9])=[C:4]([F:17])[CH:3]=1)#[N:19]. The yield is 0.520. (3) The reactants are [Li+].[OH-].C([O:5][C:6]([C:8]1[C:9]([NH:23][C:24]2[CH:29]=[CH:28][C:27]([Br:30])=[CH:26][C:25]=2[F:31])=[CH:10][C:11](=[O:22])[N:12]2[C:16]=1[CH:15]1[O:17][C:18]([CH3:21])([CH3:20])[O:19][CH:14]1[CH2:13]2)=[O:7])C. The catalyst is O.CO.C1COCC1. The product is [Br:30][C:27]1[CH:28]=[CH:29][C:24]([NH:23][C:9]2[C:8]([C:6]([OH:7])=[O:5])=[C:16]3[N:12]([CH2:13][CH:14]4[O:19][C:18]([CH3:20])([CH3:21])[O:17][CH:15]43)[C:11](=[O:22])[CH:10]=2)=[C:25]([F:31])[CH:26]=1. The yield is 0.585. (4) The reactants are C([NH:5][S:6]([C:9]1[CH:10]=[C:11]([C:15]2[CH:20]=[CH:19][CH:18]=[C:17]([C:21]3[N:26]=[C:25]([C:27]([F:30])([F:29])[F:28])[CH:24]=[C:23]([C:31]4[CH:36]=[CH:35][C:34]([C:37]([F:40])([F:39])[F:38])=[CH:33][CH:32]=4)[N:22]=3)[CH:16]=2)[CH:12]=[CH:13][CH:14]=1)(=[O:8])=[O:7])(C)(C)C.C(O)(C(F)(F)F)=O. The catalyst is ClCCl. The product is [F:30][C:27]([F:28])([F:29])[C:25]1[CH:24]=[C:23]([C:31]2[CH:32]=[CH:33][C:34]([C:37]([F:40])([F:39])[F:38])=[CH:35][CH:36]=2)[N:22]=[C:21]([C:17]2[CH:16]=[C:15]([C:11]3[CH:12]=[CH:13][CH:14]=[C:9]([S:6]([NH2:5])(=[O:8])=[O:7])[CH:10]=3)[CH:20]=[CH:19][CH:18]=2)[N:26]=1. The yield is 0.900. (5) The reactants are CO[C:3](=[O:31])[CH2:4][CH2:5][C:6]1[C:7]([NH:22][C:23]2[C:28]([F:29])=[CH:27][CH:26]=[CH:25][C:24]=2[F:30])=[N:8][C:9]([S:20][CH3:21])=[N:10][C:11]=1[C:12]1[CH:17]=[CH:16][C:15]([F:18])=[CH:14][C:13]=1[CH3:19].C[O-].[Na+]. The catalyst is CO. The product is [F:30][C:24]1[CH:25]=[CH:26][CH:27]=[C:28]([F:29])[C:23]=1[N:22]1[C:7]2[N:8]=[C:9]([S:20][CH3:21])[N:10]=[C:11]([C:12]3[CH:17]=[CH:16][C:15]([F:18])=[CH:14][C:13]=3[CH3:19])[C:6]=2[CH2:5][CH2:4][C:3]1=[O:31]. The yield is 0.210.